From a dataset of Retrosynthesis with 50K atom-mapped reactions and 10 reaction types from USPTO. Predict the reactants needed to synthesize the given product. Given the product Cc1ccc(N)cc1C(=O)c1ccc(Nc2cccc(F)c2)cc1Cl, predict the reactants needed to synthesize it. The reactants are: Cc1ccc([N+](=O)[O-])cc1C(=O)c1ccc(Nc2cccc(F)c2)cc1Cl.